This data is from Reaction yield outcomes from USPTO patents with 853,638 reactions. The task is: Predict the reaction yield, written as a fraction of the theoretical maximum amount of product (1.0 means a 100% yield; for example, 0.34 means a 34% yield). The reactants are [F:1][C:2]([F:25])([F:24])[C:3]1[CH:4]=[C:5]([NH:13][C:14](=[O:23])[C:15]2[CH:20]=[C:19]([I:21])[CH:18]=[CH:17][C:16]=2[OH:22])[CH:6]=[C:7]([C:9]([F:12])([F:11])[F:10])[CH:8]=1.[CH3:26][O:27][CH2:28]Cl.C(=O)([O-])[O-].[K+].[K+].Cl. The catalyst is CC(C)=O. The product is [F:25][C:2]([F:1])([F:24])[C:3]1[CH:4]=[C:5]([NH:13][C:14](=[O:23])[C:15]2[CH:20]=[C:19]([I:21])[CH:18]=[CH:17][C:16]=2[O:22][CH2:26][O:27][CH3:28])[CH:6]=[C:7]([C:9]([F:10])([F:11])[F:12])[CH:8]=1. The yield is 0.763.